Task: Regression/Classification. Given a drug SMILES string, predict its absorption, distribution, metabolism, or excretion properties. Task type varies by dataset: regression for continuous measurements (e.g., permeability, clearance, half-life) or binary classification for categorical outcomes (e.g., BBB penetration, CYP inhibition). Dataset: cyp1a2_veith.. Dataset: CYP1A2 inhibition data for predicting drug metabolism from PubChem BioAssay The compound is COc1ccc(-c2nc3cnc(OCc4ccccc4)nc3n(CCC#N)c2=O)cc1. The result is 0 (non-inhibitor).